Dataset: Drug-induced liver injury (DILI) classification data. Task: Regression/Classification. Given a drug SMILES string, predict its toxicity properties. Task type varies by dataset: regression for continuous values (e.g., LD50, hERG inhibition percentage) or binary classification for toxic/non-toxic outcomes (e.g., AMES mutagenicity, cardiotoxicity, hepatotoxicity). Dataset: dili. (1) The compound is CC(C)(C)NCC(O)COc1cccc2c1CC(O)C(O)C2. The result is 0 (no liver injury). (2) The molecule is CN1CCN(C2=c3ccccc3=Nc3ccc(Cl)cc3N2)CC1. The result is 1 (causes liver injury). (3) The molecule is CN(Cc1cnc2nc(N)nc(N)c2n1)c1ccc(C(=O)NC(CCC(=O)O)C(=O)O)cc1. The result is 1 (causes liver injury). (4) The drug is CCC1(c2ccccc2)C(=O)NC(=O)NC1=O.CCCCOCC(CN1C(=O)N(CC(COCCCC)OC(N)=O)C(=O)C(CC)(c2ccccc2)C1=O)OC(N)=O.CCCCOCC(CN1C(=O)NC(=O)C(CC)(c2ccccc2)C1=O)OC(N)=O. The result is 1 (causes liver injury).